The task is: Predict the reaction yield, written as a fraction of the theoretical maximum amount of product (1.0 means a 100% yield; for example, 0.34 means a 34% yield).. This data is from Reaction yield outcomes from USPTO patents with 853,638 reactions. The reactants are [CH:1]1([CH2:4][N:5]2[C:9]3[CH:10]=[C:11]([C:16]([F:19])([F:18])[F:17])[CH:12]=[C:13]([CH:14]=[O:15])[C:8]=3[N:7]=[CH:6]2)[CH2:3][CH2:2]1.[CH3:20][Mg]Br.[Cl-].[NH4+]. The catalyst is O1CCCC1. The product is [CH:1]1([CH2:4][N:5]2[C:9]3[CH:10]=[C:11]([C:16]([F:18])([F:19])[F:17])[CH:12]=[C:13]([CH:14]([OH:15])[CH3:20])[C:8]=3[N:7]=[CH:6]2)[CH2:3][CH2:2]1. The yield is 0.840.